This data is from Reaction yield outcomes from USPTO patents with 853,638 reactions. The task is: Predict the reaction yield, written as a fraction of the theoretical maximum amount of product (1.0 means a 100% yield; for example, 0.34 means a 34% yield). (1) The reactants are [NH2:1][C:2]1[NH:6][N:5]=[C:4]([CH3:7])[C:3]=1[C:8]#[N:9].CN(C)[CH:12]=[CH:13][C:14]([C:16]1[CH:17]=[CH:18][C:19]([Cl:27])=[C:20]([N:22]([CH3:26])[C:23](=[O:25])[CH3:24])[CH:21]=1)=O.C(OCC)(=O)C. The catalyst is C(O)(=O)C. The product is [Cl:27][C:19]1[CH:18]=[CH:17][C:16]([C:14]2[N:6]3[N:5]=[C:4]([CH3:7])[C:3]([C:8]#[N:9])=[C:2]3[N:1]=[CH:12][CH:13]=2)=[CH:21][C:20]=1[N:22]([CH3:26])[C:23](=[O:25])[CH3:24]. The yield is 0.730. (2) The reactants are [CH3:1][C:2]1[CH:10]=[C:9]([CH3:11])[C:8]([C:12]2[N:13]=[C:14]([CH:18]3[CH2:23][CH2:22][O:21][CH2:20][CH2:19]3)[NH:15][C:16]=2[CH3:17])=[CH:7][C:3]=1[C:4](O)=[O:5].Cl.[NH:25]1[CH2:28][CH:27]([C:29]2[CH:36]=[CH:35][C:32]([C:33]#[N:34])=[CH:31][CH:30]=2)[CH2:26]1.CCN=C=NCCCN(C)C.C1C=CC2N(O)N=NC=2C=1.CCN(C(C)C)C(C)C. The catalyst is CN(C=O)C.O. The product is [CH3:1][C:2]1[CH:10]=[C:9]([CH3:11])[C:8]([C:12]2[NH:13][C:14]([CH:18]3[CH2:19][CH2:20][O:21][CH2:22][CH2:23]3)=[N:15][C:16]=2[CH3:17])=[CH:7][C:3]=1[C:4]([N:25]1[CH2:28][CH:27]([C:29]2[CH:36]=[CH:35][C:32]([C:33]#[N:34])=[CH:31][CH:30]=2)[CH2:26]1)=[O:5]. The yield is 0.420. (3) The reactants are Cl.[NH2:2][C:3]1[S:4][C:5]([Cl:8])=[CH:6][N:7]=1.Cl[S:10]([C:13]1[CH:14]=[CH:15][C:16]([C:19]([O:21]C)=[O:20])=[N:17][CH:18]=1)(=[O:12])=[O:11].Cl.[OH-].[Na+]. The catalyst is N1C=CC=CC=1.O. The product is [Cl:8][C:5]1[S:4][C:3]([NH:2][S:10]([C:13]2[CH:14]=[CH:15][C:16]([C:19]([OH:21])=[O:20])=[N:17][CH:18]=2)(=[O:11])=[O:12])=[N:7][CH:6]=1. The yield is 0.0700. (4) The reactants are [F:1][C:2]1[CH:7]=[CH:6][C:5]([OH:8])=[C:4]([O:9][CH3:10])[CH:3]=1.Br[C:12]1[CH:32]=[CH:31][CH:30]=[CH:29][C:13]=1[C:14]([NH:16][C:17]1[CH:22]=[CH:21][CH:20]=[CH:19][C:18]=1/[CH:23]=[CH:24]/[C:25]([O:27][CH3:28])=[O:26])=[O:15].C([O-])([O-])=O.[K+].[K+].CCOC(C)=O. The catalyst is CN(C=O)C.O. The product is [F:1][C:2]1[CH:7]=[CH:6][C:5]([O:8][C:29]2[CH:30]=[CH:31][CH:32]=[CH:12][C:13]=2[C:14]([NH:16][C:17]2[CH:22]=[CH:21][CH:20]=[CH:19][C:18]=2/[CH:23]=[CH:24]/[C:25]([O:27][CH3:28])=[O:26])=[O:15])=[C:4]([O:9][CH3:10])[CH:3]=1. The yield is 0.150. (5) The yield is 0.810. The catalyst is C(#N)C. The reactants are O=[C:2]([C:6]1[C:11]([F:12])=[CH:10][CH:9]=[C:8]([F:13])[C:7]=1[F:14])[CH2:3][C:4]#[N:5].[CH:15]([C:17]1[CH:22]=[CH:21][C:20]([N:23]2[CH2:28][CH2:27][N:26]([C:29]([O:31][C:32]([CH3:35])([CH3:34])[CH3:33])=[O:30])[CH2:25][CH2:24]2)=[CH:19][CH:18]=1)=O.[NH2:36][C:37]1[CH:41]=[C:40]([CH3:42])[NH:39][N:38]=1. The product is [C:4]([C:3]1[CH:15]([C:17]2[CH:22]=[CH:21][C:20]([N:23]3[CH2:28][CH2:27][N:26]([C:29]([O:31][C:32]([CH3:35])([CH3:34])[CH3:33])=[O:30])[CH2:25][CH2:24]3)=[CH:19][CH:18]=2)[C:41]2[C:40]([CH3:42])=[N:39][NH:38][C:37]=2[NH:36][C:2]=1[C:6]1[C:11]([F:12])=[CH:10][CH:9]=[C:8]([F:13])[C:7]=1[F:14])#[N:5]. (6) The reactants are [N:1]1([CH2:6][C:7]2[CH:12]=[CH:11][C:10]([C:13]3[CH:18]=[C:17]([CH2:19][CH:20]([CH3:22])[CH3:21])[CH:16]=[CH:15][C:14]=3[S:23]([NH2:26])(=[O:25])=[O:24])=[CH:9][CH:8]=2)[CH:5]=[CH:4][N:3]=[CH:2]1.N1(C2C=CC=CN=2)CCCC1.Cl[C:39]([O:41][CH2:42][CH2:43][CH2:44][CH3:45])=[O:40].N1(CC2C=CC(C3C=C(CC(C)C)C=CC=3S(NC(C)(C)C)(=O)=O)=CC=2)C=CN=C1. The catalyst is N1C=CC=CC=1. The product is [CH2:42]([O:41][C:39]([NH:26][S:23]([C:14]1[CH:15]=[CH:16][C:17]([CH2:19][CH:20]([CH3:22])[CH3:21])=[CH:18][C:13]=1[C:10]1[CH:9]=[CH:8][C:7]([CH2:6][N:1]2[CH:5]=[CH:4][N:3]=[CH:2]2)=[CH:12][CH:11]=1)(=[O:24])=[O:25])=[O:40])[CH2:43][CH2:44][CH3:45]. The yield is 0.680. (7) The reactants are [NH2:1]/[C:2](/OCC)=[CH:3]\[C:4](=O)[C:5]([F:8])([F:7])[F:6].[CH3:13][NH:14][NH2:15]. The catalyst is CCO. The yield is 0.683. The product is [CH3:13][N:14]1[C:2]([NH2:1])=[CH:3][C:4]([C:5]([F:8])([F:7])[F:6])=[N:15]1. (8) The reactants are [N:1]1[CH:6]=[CH:5][CH:4]=[C:3]([C:7]2[O:11][C:10]([C:12]([O:14]C)=O)=[N:9][N:8]=2)[CH:2]=1.Br[CH2:17][CH2:18][CH2:19][CH2:20][CH2:21][CH2:22][C:23]1[CH:28]=[CH:27][CH:26]=[CH:25][CH:24]=1. No catalyst specified. The product is [C:23]1([CH2:22][CH2:21][CH2:20][CH2:19][CH2:18][CH2:17][C:12]([C:10]2[O:11][C:7]([C:3]3[CH:2]=[N:1][CH:6]=[CH:5][CH:4]=3)=[N:8][N:9]=2)=[O:14])[CH:28]=[CH:27][CH:26]=[CH:25][CH:24]=1. The yield is 0.340.